This data is from Peptide-MHC class I binding affinity with 185,985 pairs from IEDB/IMGT. The task is: Regression. Given a peptide amino acid sequence and an MHC pseudo amino acid sequence, predict their binding affinity value. This is MHC class I binding data. (1) The peptide sequence is YFGPAAEGI. The MHC is HLA-A24:02 with pseudo-sequence HLA-A24:02. The binding affinity (normalized) is 0.489. (2) The peptide sequence is TFFSYLMKDK. The MHC is H-2-Kb with pseudo-sequence H-2-Kb. The binding affinity (normalized) is 0.